This data is from Forward reaction prediction with 1.9M reactions from USPTO patents (1976-2016). The task is: Predict the product of the given reaction. Given the reactants Br[CH2:2][C:3]1[C:24]([C:25]([F:28])([F:27])[F:26])=[CH:23][C:6]([C:7]([NH:9][CH2:10][C:11]2[CH:16]=[C:15]([Cl:17])[CH:14]=[CH:13][C:12]=2[S:18]([CH2:21][CH3:22])(=[O:20])=[O:19])=[O:8])=[CH:5][C:4]=1[Cl:29].[NH2:30][CH2:31][CH2:32][CH2:33][C@H:34]([NH:42][C:43]([O:45][C:46]([CH3:49])([CH3:48])[CH3:47])=[O:44])[C:35]([O:37][C:38]([CH3:41])([CH3:40])[CH3:39])=[O:36], predict the reaction product. The product is: [Cl:29][C:4]1[CH:5]=[C:6]([C:7](=[O:8])[NH:9][CH2:10][C:11]2[CH:16]=[C:15]([Cl:17])[CH:14]=[CH:13][C:12]=2[S:18]([CH2:21][CH3:22])(=[O:19])=[O:20])[CH:23]=[C:24]([C:25]([F:28])([F:27])[F:26])[C:3]=1[CH2:2][NH:30][CH2:31][CH2:32][CH2:33][C@H:34]([NH:42][C:43]([O:45][C:46]([CH3:49])([CH3:48])[CH3:47])=[O:44])[C:35]([O:37][C:38]([CH3:41])([CH3:39])[CH3:40])=[O:36].